The task is: Predict the product of the given reaction.. This data is from Forward reaction prediction with 1.9M reactions from USPTO patents (1976-2016). (1) Given the reactants [F:1][C:2]1[CH:7]=[C:6]([O:8][CH2:9][C:10]([CH3:20])([O:12][Si](CC)(CC)CC)[CH3:11])[CH:5]=[C:4]([F:21])[C:3]=1[C:22]1[N:27]=[C:26]([C:28]([O:30][CH3:31])=[O:29])[CH:25]=[CH:24][C:23]=1[F:32].Cl.CO, predict the reaction product. The product is: [F:1][C:2]1[CH:7]=[C:6]([O:8][CH2:9][C:10]([OH:12])([CH3:11])[CH3:20])[CH:5]=[C:4]([F:21])[C:3]=1[C:22]1[N:27]=[C:26]([C:28]([O:30][CH3:31])=[O:29])[CH:25]=[CH:24][C:23]=1[F:32]. (2) Given the reactants Cl[C:2]1[S:3][C:4]2[CH:10]=[C:9]([Cl:11])[CH:8]=[CH:7][C:5]=2[N:6]=1.[F:12][C:13]1[CH:19]=[C:18]([I:20])[CH:17]=[CH:16][C:14]=1[NH2:15].Cl, predict the reaction product. The product is: [I:20][C:18]1[CH:17]=[CH:16][C:14]([NH:15][C:2]2[S:3][C:4]3[CH:10]=[C:9]([Cl:11])[CH:8]=[CH:7][C:5]=3[N:6]=2)=[C:13]([F:12])[CH:19]=1. (3) Given the reactants [CH2:1]([C:3]1[S:28][C:6]2[N:7]([CH2:13][C:14]3[CH:19]=[CH:18][C:17]([C:20]4[C:21]([C:26]#[N:27])=[CH:22][CH:23]=[CH:24][CH:25]=4)=[CH:16][CH:15]=3)[C:8](=[O:12])[NH:9][C:10](=[O:11])[C:5]=2[CH:4]=1)[CH3:2].[C:29]12([C:39](=[O:42])[CH2:40]Br)[CH2:38][CH:33]3[CH2:34][CH:35]([CH2:37][CH:31]([CH2:32]3)[CH2:30]1)[CH2:36]2.CN(C)C=O.[H-].[Na+], predict the reaction product. The product is: [C:29]12([C:39](=[O:42])[CH2:40][N:9]3[C:10](=[O:11])[C:5]4[CH:4]=[C:3]([CH2:1][CH3:2])[S:28][C:6]=4[N:7]([CH2:13][C:14]4[CH:19]=[CH:18][C:17]([C:20]5[C:21]([C:26]#[N:27])=[CH:22][CH:23]=[CH:24][CH:25]=5)=[CH:16][CH:15]=4)[C:8]3=[O:12])[CH2:36][CH:35]3[CH2:34][CH:33]([CH2:32][CH:31]([CH2:37]3)[CH2:30]1)[CH2:38]2. (4) Given the reactants [CH3:1][C:2]1[CH:8]=[CH:7][C:5]([NH2:6])=[CH:4][C:3]=1[N:9]1[C:16]2[N:12]([N:13]=[C:14]([C:17]3[CH:18]=[N:19][CH:20]=[CH:21][CH:22]=3)[CH:15]=2)[CH:11]=[CH:10]1.FC(F)(F)C(O)=O.[C:30]([C:34]1[CH:35]=[C:36]([CH:40]=[C:41]([CH2:43][N:44]2[CH2:48][CH2:47][CH2:46][CH2:45]2)[CH:42]=1)[C:37](O)=[O:38])([CH3:33])([CH3:32])[CH3:31], predict the reaction product. The product is: [C:30]([C:34]1[CH:35]=[C:36]([CH:40]=[C:41]([CH2:43][N:44]2[CH2:45][CH2:46][CH2:47][CH2:48]2)[CH:42]=1)[C:37]([NH:6][C:5]1[CH:7]=[CH:8][C:2]([CH3:1])=[C:3]([N:9]2[C:16]3[N:12]([N:13]=[C:14]([C:17]4[CH:18]=[N:19][CH:20]=[CH:21][CH:22]=4)[CH:15]=3)[CH:11]=[CH:10]2)[CH:4]=1)=[O:38])([CH3:33])([CH3:31])[CH3:32]. (5) The product is: [C:1]([N:4]1[CH2:5][CH2:6][CH:7]([C:10]([N:12]2[CH2:18][CH2:17][CH2:16][CH2:15][C:14]3[NH:19][C:20](/[CH:22]=[C:33]4\[C:34](=[O:40])[NH:35][C:36]5[C:32]\4=[C:31]([C:27]4[CH:28]=[CH:29][CH:30]=[C:25]([F:24])[CH:26]=4)[CH:39]=[CH:38][CH:37]=5)=[CH:21][C:13]2=3)=[O:11])[CH2:8][CH2:9]1)(=[O:3])[CH3:2]. Given the reactants [C:1]([N:4]1[CH2:9][CH2:8][CH:7]([C:10]([N:12]2[CH2:18][CH2:17][CH2:16][CH2:15][C:14]3[NH:19][C:20]([CH:22]=O)=[CH:21][C:13]2=3)=[O:11])[CH2:6][CH2:5]1)(=[O:3])[CH3:2].[F:24][C:25]1[CH:26]=[C:27]([C:31]2[CH:39]=[CH:38][CH:37]=[C:36]3[C:32]=2[CH2:33][C:34](=[O:40])[NH:35]3)[CH:28]=[CH:29][CH:30]=1, predict the reaction product. (6) Given the reactants [CH2:1]1[C:9]2[C:4](=[CH:5][CH:6]=[CH:7][CH:8]=2)[CH2:3][NH:2]1.[N+:10]([O-])([OH:12])=[O:11].[OH-].[Na+], predict the reaction product. The product is: [N+:10]([C:7]1[CH:8]=[C:9]2[C:4](=[CH:5][CH:6]=1)[CH2:3][NH:2][CH2:1]2)([O-:12])=[O:11]. (7) Given the reactants [Cl:1][C:2]1[CH:3]=[C:4]([CH:28]=[CH:29][C:30]=1[O:31][CH3:32])[CH2:5][NH:6][C:7]1[C:8]2[N:23]([CH3:24])[N:22]=[C:21]([CH2:25][CH2:26][CH3:27])[C:9]=2[N:10]=[C:11]([CH2:13][O:14][CH2:15][C:16]([O:18]CC)=[O:17])[N:12]=1.[OH-].[Na+].Cl, predict the reaction product. The product is: [Cl:1][C:2]1[CH:3]=[C:4]([CH:28]=[CH:29][C:30]=1[O:31][CH3:32])[CH2:5][NH:6][C:7]1[C:8]2[N:23]([CH3:24])[N:22]=[C:21]([CH2:25][CH2:26][CH3:27])[C:9]=2[N:10]=[C:11]([CH2:13][O:14][CH2:15][C:16]([OH:18])=[O:17])[N:12]=1.